Dataset: Reaction yield outcomes from USPTO patents with 853,638 reactions. Task: Predict the reaction yield, written as a fraction of the theoretical maximum amount of product (1.0 means a 100% yield; for example, 0.34 means a 34% yield). (1) The reactants are [F-].C([N+](CCCC)(CCCC)CCCC)CCC.CC([Si](C)(C)[O:24][CH2:25][CH2:26][C:27]1[O:28][C:29]([CH2:32][CH2:33][O:34][CH2:35][C:36]2[CH:41]=[CH:40][CH:39]=[CH:38][CH:37]=2)=[CH:30][CH:31]=1)(C)C. The catalyst is C1COCC1. The product is [OH:24][CH2:25][CH2:26][C:27]1[O:28][C:29]([CH2:32][CH2:33][O:34][CH2:35][C:36]2[CH:41]=[CH:40][CH:39]=[CH:38][CH:37]=2)=[CH:30][CH:31]=1. The yield is 0.996. (2) The reactants are Br[CH2:2][C:3]([C:5]1[CH:10]=[C:9]([Br:11])[C:8]([OH:12])=[C:7]([Br:13])[CH:6]=1)=O.[CH3:14][CH2:15][O:16][C:17]([C:19]([NH2:21])=[S:20])=[O:18]. The catalyst is C(O)C. The product is [CH2:15]([O:16][C:17]([C:19]1[S:20][CH:2]=[C:3]([C:5]2[CH:10]=[C:9]([Br:11])[C:8]([OH:12])=[C:7]([Br:13])[CH:6]=2)[N:21]=1)=[O:18])[CH3:14]. The yield is 0.890. (3) The product is [CH2:12]([O:11][C:9]([N:6]1[CH2:7][CH2:8][C:4]([CH3:3])([C:19]([OH:21])=[O:20])[CH2:5]1)=[O:10])[C:13]1[CH:14]=[CH:15][CH:16]=[CH:17][CH:18]=1. The catalyst is C(O)C. The reactants are [Li+].[OH-].[CH3:3][C:4]1([C:19]([O:21]C)=[O:20])[CH2:8][CH2:7][N:6]([C:9]([O:11][CH2:12][C:13]2[CH:18]=[CH:17][CH:16]=[CH:15][CH:14]=2)=[O:10])[CH2:5]1. The yield is 0.990. (4) The reactants are C(OC([NH:8][C@@H:9]([CH2:31][O:32][CH:33]([F:35])[F:34])[C:10]([NH:12][C@@H:13]([CH2:24][C:25]1[CH:30]=[CH:29][CH:28]=[CH:27][CH:26]=1)[C:14]([O:16][CH2:17][C:18]1[CH:23]=[CH:22][CH:21]=[CH:20][CH:19]=1)=[O:15])=[O:11])=O)(C)(C)C.[ClH:36]. The catalyst is C(OCC)C. The product is [ClH:36].[NH2:8][C@@H:9]([CH2:31][O:32][CH:33]([F:34])[F:35])[C:10]([NH:12][C@@H:13]([CH2:24][C:25]1[CH:26]=[CH:27][CH:28]=[CH:29][CH:30]=1)[C:14]([O:16][CH2:17][C:18]1[CH:23]=[CH:22][CH:21]=[CH:20][CH:19]=1)=[O:15])=[O:11]. The yield is 1.00. (5) The reactants are [O:1]1[C:5]2[CH:6]=[CH:7][C:8]([C:10]3[CH:15]=[CH:14][C:13]([C:16]4[N:20]([CH2:21][C@@H:22]5[CH2:26][CH2:25][NH:24][CH2:23]5)[C:19](=[O:27])[C:18]5([CH2:31][CH2:30][CH2:29][CH2:28]5)[N:17]=4)=[CH:12][CH:11]=3)=[CH:9][C:4]=2[CH:3]=[CH:2]1.[O:32]1[CH2:36][CH2:35][CH2:34][CH:33]1[C:37](O)=[O:38].CCN(CC)CC.CN(C(ON1N=NC2C=CC=NC1=2)=[N+](C)C)C.F[P-](F)(F)(F)(F)F. The catalyst is C(Cl)Cl. The product is [O:1]1[C:5]2[CH:6]=[CH:7][C:8]([C:10]3[CH:15]=[CH:14][C:13]([C:16]4[N:20]([CH2:21][C@@H:22]5[CH2:26][CH2:25][N:24]([C:37]([C@@H:33]6[CH2:34][CH2:35][CH2:36][O:32]6)=[O:38])[CH2:23]5)[C:19](=[O:27])[C:18]5([CH2:31][CH2:30][CH2:29][CH2:28]5)[N:17]=4)=[CH:12][CH:11]=3)=[CH:9][C:4]=2[CH:3]=[CH:2]1. The yield is 0.660. (6) The reactants are [F:1][C:2]1[CH:10]=[C:9]2[C:5]([C:6]([C:18]([OH:20])=O)=[N:7][N:8]2[C:11]2[CH:16]=[C:15]([I:17])[CH:14]=[CH:13][N:12]=2)=[CH:4][CH:3]=1.[Cl-].[NH4+:22]. No catalyst specified. The product is [F:1][C:2]1[CH:10]=[C:9]2[C:5]([C:6]([C:18]([NH2:22])=[O:20])=[N:7][N:8]2[C:11]2[CH:16]=[C:15]([I:17])[CH:14]=[CH:13][N:12]=2)=[CH:4][CH:3]=1. The yield is 0.630. (7) The reactants are [OH:1][C:2]1[CH:9]=[CH:8][CH:7]=[CH:6][C:3]=1[C:4]#[N:5].C(S(O)(=O)=O)(F)(F)F.C1C(=O)N([I:25])C(=O)C1. The catalyst is CC#N. The product is [OH:1][C:2]1[CH:9]=[CH:8][C:7]([I:25])=[CH:6][C:3]=1[C:4]#[N:5]. The yield is 0.732.